Dataset: Forward reaction prediction with 1.9M reactions from USPTO patents (1976-2016). Task: Predict the product of the given reaction. (1) The product is: [CH3:11][CH:12]([CH3:28])[C:13]([NH:15][C:16]1[CH:21]=[CH:20][CH:19]=[C:18]([CH:22]2[CH2:27][CH2:26][N:25]([CH2:9][CH2:8][CH2:7][C:1]3[CH:2]=[CH:3][CH:4]=[CH:5][CH:6]=3)[CH2:24][CH2:23]2)[CH:17]=1)=[O:14]. Given the reactants [C:1]1([CH2:7][CH2:8][CH2:9]O)[CH:6]=[CH:5][CH:4]=[CH:3][CH:2]=1.[CH3:11][CH:12]([CH3:28])[C:13]([NH:15][C:16]1[CH:21]=[CH:20][CH:19]=[C:18]([CH:22]2[CH2:27][CH2:26][NH:25][CH2:24][CH2:23]2)[CH:17]=1)=[O:14], predict the reaction product. (2) Given the reactants [CH:11]1[CH:10]=[C:9]([S:8][S:8][C:9]2[N:14]=[CH:13][CH:12]=[CH:11][CH:10]=2)[N:14]=[CH:13][CH:12]=1.C(P(CCCC)CCCC)CCC.O[CH2:29][P:30](=[O:37])([O:34][CH2:35][CH3:36])[O:31][CH2:32][CH3:33], predict the reaction product. The product is: [CH2:32]([O:31][P:30]([CH2:29][S:8][C:9]1[CH:10]=[CH:11][CH:12]=[CH:13][N:14]=1)([O:34][CH2:35][CH3:36])=[O:37])[CH3:33]. (3) Given the reactants COC[O:4][C:5]1[C:6]([C:16](=[O:18])[CH3:17])=[N:7][C:8]([CH2:11][C:12]([CH3:15])([CH3:14])[CH3:13])=[CH:9][CH:10]=1.CC(O)C.C1COCC1, predict the reaction product. The product is: [OH:4][C:5]1[C:6]([C:16](=[O:18])[CH3:17])=[N:7][C:8]([CH2:11][C:12]([CH3:13])([CH3:14])[CH3:15])=[CH:9][CH:10]=1. (4) The product is: [NH:17]([C:26]([O:28][CH2:29][CH:30]1[C:42]2[C:37](=[CH:38][CH:39]=[CH:40][CH:41]=2)[C:36]2[C:31]1=[CH:32][CH:33]=[CH:34][CH:35]=2)=[O:27])[C@H:18]([C:23]([NH:1][C@H:2]([C:7]([O:9][CH2:10][C:11]1[CH:16]=[CH:15][CH:14]=[CH:13][CH:12]=1)=[O:8])[CH2:3][CH:4]([CH3:6])[CH3:5])=[O:24])[CH2:19][CH:20]([CH3:22])[CH3:21]. Given the reactants [NH2:1][C@H:2]([C:7]([O:9][CH2:10][C:11]1[CH:16]=[CH:15][CH:14]=[CH:13][CH:12]=1)=[O:8])[CH2:3][CH:4]([CH3:6])[CH3:5].[NH:17]([C:26]([O:28][CH2:29][CH:30]1[C:42]2[C:37](=[CH:38][CH:39]=[CH:40][CH:41]=2)[C:36]2[C:31]1=[CH:32][CH:33]=[CH:34][CH:35]=2)=[O:27])[C@H:18]([C:23](O)=[O:24])[CH2:19][CH:20]([CH3:22])[CH3:21].CCN=C=NCCCN(C)C.Cl, predict the reaction product. (5) Given the reactants Cl[C:2]1[N:10]=[C:9]2[C:5]([N:6]=[CH:7][N:8]2[C@@H:11]2[CH2:15][C@H:14]([N:16]3[C:20](=[O:21])[CH2:19][NH:18][C:17]3=[O:22])[C@@H:13]([OH:23])[C@H:12]2[OH:24])=[C:4]([NH:25][C@H:26]([CH2:34][OH:35])[CH2:27][C:28]2[CH:33]=[CH:32][CH:31]=[CH:30][CH:29]=2)[N:3]=1.[N+:36]([C:39]1[N:40]=[CH:41][NH:42][CH:43]=1)([O-:38])=[O:37].C1(C(C2C=CC=CC=2)CNC2N=C(N3C=C([N+]([O-])=O)C=N3)N=C3C=2N=CN3[C@@H]2C[C@H](NC(=O)CO)[C@@H](O)[C@H]2O)C=CC=CC=1, predict the reaction product. The product is: [OH:23][C@H:13]1[C@@H:12]([OH:24])[C@H:11]([N:8]2[CH:7]=[N:6][C:5]3[C:9]2=[N:10][C:2]([N:42]2[CH:43]=[C:39]([N+:36]([O-:38])=[O:37])[N:40]=[CH:41]2)=[N:3][C:4]=3[NH:25][C@H:26]([CH2:34][OH:35])[CH2:27][C:28]2[CH:33]=[CH:32][CH:31]=[CH:30][CH:29]=2)[CH2:15][C@@H:14]1[N:16]1[C:20](=[O:21])[CH2:19][NH:18][C:17]1=[O:22]. (6) Given the reactants [Cl:1][C:2]1[CH:28]=[CH:27][C:5]([CH2:6][N:7]2[C:15]3[C:10](=[CH:11][CH:12]=[CH:13][CH:14]=3)[CH:9]=[C:8]2[C:16]([N:18]2[CH2:23][CH2:22][CH:21]([C:24](O)=[O:25])[CH2:20][CH2:19]2)=[O:17])=[CH:4][CH:3]=1.CCN(C(C)C)C(C)C.C(Cl)CCl.C1C=CC2N(O)N=NC=2C=1.[CH2:52]1[C:60]2[C:55](=[CH:56][CH:57]=[CH:58][CH:59]=2)[CH2:54][NH:53]1, predict the reaction product. The product is: [Cl:1][C:2]1[CH:28]=[CH:27][C:5]([CH2:6][N:7]2[C:15]3[C:10](=[CH:11][CH:12]=[CH:13][CH:14]=3)[CH:9]=[C:8]2[C:16]([N:18]2[CH2:19][CH2:20][CH:21]([C:24]([N:53]3[CH2:54][C:55]4[C:60](=[CH:59][CH:58]=[CH:57][CH:56]=4)[CH2:52]3)=[O:25])[CH2:22][CH2:23]2)=[O:17])=[CH:4][CH:3]=1. (7) The product is: [CH3:1][N:2]([CH3:20])[C:3]1[N:19]=[C:6]2[CH:7]=[C:8]([NH2:11])[CH:9]=[CH:10][N:5]2[N:4]=1. Given the reactants [CH3:1][N:2]([CH3:20])[C:3]1[N:19]=[C:6]2[CH:7]=[C:8]([NH:11]C(=O)OC(C)(C)C)[CH:9]=[CH:10][N:5]2[N:4]=1.Cl, predict the reaction product.